This data is from Forward reaction prediction with 1.9M reactions from USPTO patents (1976-2016). The task is: Predict the product of the given reaction. (1) Given the reactants Cl[C:2]1[N:3]=[CH:4][C:5](I)=[C:6]2[C:11]=1[N:10]=[C:9]([CH3:12])[CH:8]=[CH:7]2.[N:14]1[CH:19]=[CH:18][CH:17]=[C:16](B(O)O)[CH:15]=1.[NH2:23][C:24]1[CH:29]=[CH:28][C:27]([F:30])=[CH:26][N:25]=1, predict the reaction product. The product is: [F:30][C:27]1[CH:28]=[CH:29][C:24]([NH:23][C:2]2[N:3]=[CH:4][C:5]([C:16]3[CH:15]=[N:14][CH:19]=[CH:18][CH:17]=3)=[C:6]3[C:11]=2[N:10]=[C:9]([CH3:12])[CH:8]=[CH:7]3)=[N:25][CH:26]=1. (2) Given the reactants [CH2:1]([NH2:5])[CH2:2][CH2:3][CH3:4].C1(CN)CCCCC1.[O:14]=[C:15]1[C:23]2([CH2:27][O:26][C:25]3[CH:28]=[C:29]4[C:33](=[CH:34][C:24]2=3)[CH2:32][CH2:31][O:30]4)[C:22]2[C:17](=[CH:18][CH:19]=[CH:20][CH:21]=2)[N:16]1[CH2:35][C:36]1[CH:44]=[CH:43][CH:42]=[CH:41][C:37]=1[C:38](O)=[O:39].O=C1C2(COC3C=C4C(=CC2=3)CCO4)C2C(=CC=CC=2)N1CC1C=C(C=CC=1)C(O)=O, predict the reaction product. The product is: [CH2:1]([NH:5][C:38](=[O:39])[C:37]1[CH:41]=[CH:42][CH:43]=[CH:44][C:36]=1[CH2:35][N:16]1[C:17]2[C:22](=[CH:21][CH:20]=[CH:19][CH:18]=2)[C:23]2([CH2:27][O:26][C:25]3[CH:28]=[C:29]4[C:33](=[CH:34][C:24]2=3)[CH2:32][CH2:31][O:30]4)[C:15]1=[O:14])[CH2:2][CH2:3][CH3:4]. (3) Given the reactants [CH3:1][O:2][C:3](=[O:15])[C:4]1[CH:12]=[CH:11][C:7]([C:8]([OH:10])=O)=[C:6]([O:13][CH3:14])[CH:5]=1.C(Cl)CCl.C1C=NC2N(O)N=NC=2C=1.CCN(C(C)C)C(C)C.[CH3:39][NH:40][CH2:41][CH2:42][N:43]1[CH2:48][CH2:47][CH:46]([O:49][C:50](=[O:64])[NH:51][C:52]2[CH:57]=[CH:56][CH:55]=[CH:54][C:53]=2[C:58]2[CH:63]=[CH:62][CH:61]=[CH:60][CH:59]=2)[CH2:45][CH2:44]1, predict the reaction product. The product is: [CH3:1][O:2][C:3](=[O:15])[C:4]1[CH:12]=[CH:11][C:7]([C:8]([N:40]([CH2:41][CH2:42][N:43]2[CH2:44][CH2:45][CH:46]([O:49][C:50](=[O:64])[NH:51][C:52]3[CH:57]=[CH:56][CH:55]=[CH:54][C:53]=3[C:58]3[CH:63]=[CH:62][CH:61]=[CH:60][CH:59]=3)[CH2:47][CH2:48]2)[CH3:39])=[O:10])=[C:6]([O:13][CH3:14])[CH:5]=1. (4) Given the reactants Cl[CH2:2][CH2:3][CH2:4][S:5]([NH:8][C:9]1[CH:17]=[C:16]([C:18]([O:20][CH3:21])=[O:19])[CH:15]=[C:14]2[C:10]=1[CH:11]=[CH:12][N:13]2[CH2:22][CH3:23])(=[O:7])=[O:6].CCN(CC)CC, predict the reaction product. The product is: [O:6]=[S:5]1(=[O:7])[CH2:4][CH2:3][CH2:2][N:8]1[C:9]1[CH:17]=[C:16]([C:18]([O:20][CH3:21])=[O:19])[CH:15]=[C:14]2[C:10]=1[CH:11]=[CH:12][N:13]2[CH2:22][CH3:23]. (5) Given the reactants [CH3:1][O:2][CH2:3][CH2:4][N:5]1[C:9](=[O:10])[C:8]([C:11]2[CH:16]=[CH:15][CH:14]=[CH:13][CH:12]=2)=[C:7]([NH:17][C:18]2[CH:23]=[CH:22][C:21]([O:24][CH3:25])=[CH:20][CH:19]=2)[C:6]1=O.COC1C=CC(P2(SP(C3C=CC(OC)=CC=3)(=S)S2)=[S:36])=CC=1, predict the reaction product. The product is: [CH3:1][O:2][CH2:3][CH2:4][N:5]1[C:6](=[S:36])[C:7]([NH:17][C:18]2[CH:23]=[CH:22][C:21]([O:24][CH3:25])=[CH:20][CH:19]=2)=[C:8]([C:11]2[CH:16]=[CH:15][CH:14]=[CH:13][CH:12]=2)[C:9]1=[O:10]. (6) Given the reactants FC1C([O:8][C:9]([C:11]2[N:12]([CH3:33])[C:13]3[C:21]([C:22]=2[Br:23])=[C:20]2[C:16]([C:17](=[O:25])[NH:18][C:19]2=[O:24])=[C:15]([C:26]2[CH:31]=[CH:30][CH:29]=[CH:28][C:27]=2[Cl:32])[CH:14]=3)=O)=C(F)C(F)=C(F)C=1F.C(N(CC)CC)C.[CH3:45][N:46]1[CH2:50][CH2:49][CH2:48][CH:47]1[CH2:51][CH2:52][NH2:53].O, predict the reaction product. The product is: [CH3:45][N:46]1[CH2:50][CH2:49][CH2:48][CH:47]1[CH2:51][CH2:52][NH:53][C:9]([C:11]1[N:12]([CH3:33])[C:13]2[C:21]([C:22]=1[Br:23])=[C:20]1[C:16]([C:17](=[O:25])[NH:18][C:19]1=[O:24])=[C:15]([C:26]1[CH:31]=[CH:30][CH:29]=[CH:28][C:27]=1[Cl:32])[CH:14]=2)=[O:8].